This data is from Reaction yield outcomes from USPTO patents with 853,638 reactions. The task is: Predict the reaction yield, written as a fraction of the theoretical maximum amount of product (1.0 means a 100% yield; for example, 0.34 means a 34% yield). (1) The reactants are [NH2:1][C:2]1[CH:7]=[CH:6][CH:5]=[CH:4][C:3]=1[C:8]1[NH:9][C:10]2[C:15]([CH:16]=1)=[CH:14][CH:13]=[CH:12][CH:11]=2.[CH3:17][O:18][C:19]1[CH:24]=[CH:23][CH:22]=[CH:21][C:20]=1[CH2:25][CH2:26][C:27](O)=[O:28]. No catalyst specified. The product is [NH:9]1[C:10]2[C:15](=[CH:14][CH:13]=[CH:12][CH:11]=2)[CH:16]=[C:8]1[C:3]1[CH:4]=[CH:5][CH:6]=[CH:7][C:2]=1[NH:1][C:27](=[O:28])[CH2:26][CH2:25][C:20]1[CH:21]=[CH:22][CH:23]=[CH:24][C:19]=1[O:18][CH3:17]. The yield is 0.620. (2) The reactants are [NH:1]([C:3]1[CH:8]=[C:7]([C:9]([OH:11])=[O:10])[CH:6]=[CH:5][N:4]=1)[NH2:2].O=[C:13]([CH3:20])[CH2:14][C:15](OCC)=[O:16]. The catalyst is CC(O)=O. The product is [OH:16][C:15]1[N:1]([C:3]2[CH:8]=[C:7]([CH:6]=[CH:5][N:4]=2)[C:9]([OH:11])=[O:10])[N:2]=[C:13]([CH3:20])[CH:14]=1. The yield is 0.160. (3) The reactants are [CH2:1]([O:3][C:4]1[C:13]2[C:8](=[CH:9][CH:10]=[C:11]([CH:14]=O)[CH:12]=2)[N:7]=[CH:6][N:5]=1)[CH3:2].[F:16][C:17]1[CH:18]=[C:19]([CH2:23][CH2:24][NH:25][C:26]2[S:27][CH2:28][C:29](=[O:31])[N:30]=2)[CH:20]=[CH:21][CH:22]=1.N1CCCCC1. The catalyst is C(O)C. The product is [CH2:1]([O:3][C:4]1[C:13]2[C:8](=[CH:9][CH:10]=[C:11](/[CH:14]=[C:28]3/[C:29](=[O:31])[N:30]=[C:26]([NH:25][CH2:24][CH2:23][C:19]4[CH:20]=[CH:21][CH:22]=[C:17]([F:16])[CH:18]=4)[S:27]/3)[CH:12]=2)[N:7]=[CH:6][N:5]=1)[CH3:2]. The yield is 0.300. (4) The reactants are [CH2:1]1[CH2:6][CH:5]([C:7]([OH:9])=[O:8])[NH:4][CH2:3][CH2:2]1.C(=O)([O-])[O-].[K+].[K+].[C:16](O[C:16]([O:18][C:19]([CH3:22])([CH3:21])[CH3:20])=[O:17])([O:18][C:19]([CH3:22])([CH3:21])[CH3:20])=[O:17].Cl. The catalyst is CC(C)=O.O. The product is [C:19]([O:18][C:16]([N:4]1[CH2:3][CH2:2][CH2:1][CH2:6][CH:5]1[C:7]([OH:9])=[O:8])=[O:17])([CH3:22])([CH3:21])[CH3:20]. The yield is 0.990. (5) The reactants are [CH2:1]([O:4][C:5]([N:7]([CH2:17][C:18]1([CH2:31][OH:32])[CH2:23][CH2:22][N:21]([C:24]([O:26][C:27]([CH3:30])([CH3:29])[CH3:28])=[O:25])[CH2:20][CH2:19]1)[C@@H:8]1[CH2:10][C@H:9]1[C:11]1[CH:16]=[CH:15][CH:14]=[CH:13][CH:12]=1)=[O:6])[CH:2]=[CH2:3].[F:33][C:34]1[CH:35]=[CH:36][C:37](O)=[N:38][CH:39]=1.C1(P(C2C=CC=CC=2)C2C=CC=CC=2)C=CC=CC=1.N(C(OC(C)C)=O)=NC(OC(C)C)=O. The catalyst is C1(C)C=CC=CC=1. The product is [CH2:1]([O:4][C:5]([N:7]([CH2:17][C:18]1([CH2:31][O:32][C:37]2[CH:36]=[CH:35][C:34]([F:33])=[CH:39][N:38]=2)[CH2:19][CH2:20][N:21]([C:24]([O:26][C:27]([CH3:28])([CH3:30])[CH3:29])=[O:25])[CH2:22][CH2:23]1)[C@@H:8]1[CH2:10][C@H:9]1[C:11]1[CH:16]=[CH:15][CH:14]=[CH:13][CH:12]=1)=[O:6])[CH:2]=[CH2:3]. The yield is 0.990. (6) The reactants are [CH2:1]([C:3]1[N:8]=[C:7]([C:9]2[N:14]=[CH:13][C:12]3[CH:15]=[N:16][N:17]([C:18]4[CH:23]=[CH:22][CH:21]=[C:20](F)[N:19]=4)[C:11]=3[CH:10]=2)[CH:6]=[N:5][CH:4]=1)[CH3:2].[NH:25]1[CH2:30][CH2:29][CH2:28][C@H:27]([NH:31][C:32](=[O:38])[O:33][C:34]([CH3:37])([CH3:36])[CH3:35])[CH2:26]1. The catalyst is CS(C)=O. The product is [CH2:1]([C:3]1[N:8]=[C:7]([C:9]2[N:14]=[CH:13][C:12]3[CH:15]=[N:16][N:17]([C:18]4[N:19]=[C:20]([N:25]5[CH2:30][CH2:29][CH2:28][C@H:27]([NH:31][C:32](=[O:38])[O:33][C:34]([CH3:36])([CH3:35])[CH3:37])[CH2:26]5)[CH:21]=[CH:22][CH:23]=4)[C:11]=3[CH:10]=2)[CH:6]=[N:5][CH:4]=1)[CH3:2]. The yield is 0.680. (7) The product is [Cl:22][C:21]1[C:16]([C:7]2[CH:8]=[C:9]([C:12]([F:14])([F:15])[F:13])[CH:10]=[CH:11][C:6]=2[C:5]([OH:23])=[O:4])=[N:17][CH:18]=[CH:19][CH:20]=1. The yield is 0.480. The reactants are C([O:4][C:5](=[O:23])[C:6]1[CH:11]=[CH:10][C:9]([C:12]([F:15])([F:14])[F:13])=[CH:8][C:7]=1[C:16]1[C:21]([Cl:22])=[CH:20][CH:19]=[CH:18][N:17]=1)(C)C.[Li+].[OH-]. The catalyst is C1COCC1.O. (8) The reactants are [C:1]([C:5]1[C:19]([OH:20])=[C:18]([CH2:21][C:22]([CH3:24])=[CH2:23])[C:8]2[CH2:9][C:10]3([O:17][C:7]=2[CH:6]=1)[CH2:16][CH2:15][CH2:14][CH2:13][CH2:12][CH2:11]3)([CH3:4])([CH3:3])[CH3:2]. The catalyst is C(O)C.[Pd]. The product is [C:1]([C:5]1[C:19]([OH:20])=[C:18]([CH2:21][CH:22]([CH3:24])[CH3:23])[C:8]2[CH2:9][C:10]3([O:17][C:7]=2[CH:6]=1)[CH2:16][CH2:15][CH2:14][CH2:13][CH2:12][CH2:11]3)([CH3:4])([CH3:3])[CH3:2]. The yield is 0.700. (9) The reactants are [C:1]([O:4][CH2:5][C:6]1[CH:11]=[C:10](OS(C(F)(F)F)(=O)=O)[C:9]([O:20][CH2:21][C:22]2[CH:27]=[CH:26][C:25]([O:28][CH3:29])=[CH:24][CH:23]=2)=[CH:8][N:7]=1)(=[O:3])[CH3:2].C1C=CC(P(C2C=CC3C(=CC=CC=3)C=2C2C3C(=CC=CC=3)C=CC=2P(C2C=CC=CC=2)C2C=CC=CC=2)C2C=CC=CC=2)=CC=1.[CH3:76][C:77]([S-:80])([CH3:79])[CH3:78].[Na+]. The catalyst is C1(C)C=CC=CC=1.C([O-])(=O)C.[Pd+2].C([O-])(=O)C. The product is [C:1]([O:4][CH2:5][C:6]1[CH:11]=[C:10]([S:80][C:77]([CH3:79])([CH3:78])[CH3:76])[C:9]([O:20][CH2:21][C:22]2[CH:23]=[CH:24][C:25]([O:28][CH3:29])=[CH:26][CH:27]=2)=[CH:8][N:7]=1)(=[O:3])[CH3:2]. The yield is 1.00. (10) The reactants are [C:1]([O:5][C:6]([NH:8][C@:9]1([C:14]([OH:16])=O)[CH2:11][C@@H:10]1[CH:12]=[CH2:13])=[O:7])([CH3:4])([CH3:3])[CH3:2].ClC(Cl)C.C(N1C=CN=C1)(N1C=CN=C1)=O.[CH:33]1([S:36]([NH2:39])(=[O:38])=[O:37])[CH2:35][CH2:34]1.C1CCN2C(=NCCC2)CC1. No catalyst specified. The product is [C:1]([O:5][C:6]([NH:8][C@:9]1([C:14]([C:33]2([S:36]([NH2:39])(=[O:38])=[O:37])[CH2:35][CH2:34]2)=[O:16])[CH2:11][C@@H:10]1[CH:12]=[CH2:13])=[O:7])([CH3:2])([CH3:3])[CH3:4]. The yield is 0.450.